Dataset: Full USPTO retrosynthesis dataset with 1.9M reactions from patents (1976-2016). Task: Predict the reactants needed to synthesize the given product. (1) Given the product [CH:5]1([CH2:10][NH:4][CH2:3][CH2:2][OH:1])[CH2:9][CH2:8][CH2:7][CH2:6]1, predict the reactants needed to synthesize it. The reactants are: [OH:1][CH2:2][CH2:3][NH2:4].[CH:5]1([CH2:10]Br)[CH2:9][CH2:8][CH2:7][CH2:6]1. (2) Given the product [CH2:8]([N:4]1[C:14](=[O:15])[C:13]2[C:12](=[CH:11][C:10]([CH3:9])=[CH:18][CH:17]=2)[C:2]2[CH:8]=[CH:7][CH:6]=[CH:5][C:3]1=2)[CH2:2][CH2:3][CH3:5], predict the reactants needed to synthesize it. The reactants are: Br[C:2]1[CH:8]=[CH:7][CH:6]=[CH:5][C:3]=1[NH2:4].[CH3:9][C:10]1[CH:18]=[CH:17][C:13]([C:14](Cl)=[O:15])=[CH:12][CH:11]=1. (3) Given the product [CH3:15][O:16][C:17]([C:19]1[CH:24]=[CH:23][C:22]([O:14][CH2:13][C:3]2[C:4]([C:7]3[CH:12]=[CH:11][CH:10]=[CH:9][N:8]=3)=[N:5][O:6][C:2]=2[CH3:1])=[CH:21][N:20]=1)=[O:18], predict the reactants needed to synthesize it. The reactants are: [CH3:1][C:2]1[O:6][N:5]=[C:4]([C:7]2[CH:12]=[CH:11][CH:10]=[CH:9][N:8]=2)[C:3]=1[CH2:13][OH:14].[CH3:15][O:16][C:17]([C:19]1[CH:24]=[CH:23][C:22](O)=[CH:21][N:20]=1)=[O:18].C1(P(C2C=CC=CC=2)C2C=CC=CC=2)C=CC=CC=1.N(C(OCC)=O)=NC(OCC)=O. (4) The reactants are: [Si:1]([O:8][C@H:9]([C@H:11]1[NH:16][C:15]([CH3:18])([CH3:17])[CH2:14][C:13](=[O:19])[CH2:12]1)[CH3:10])([C:4]([CH3:7])([CH3:6])[CH3:5])([CH3:3])[CH3:2].[BH4-].[Na+]. Given the product [Si:1]([O:8][C@H:9]([C@H:11]1[NH:16][C:15]([CH3:18])([CH3:17])[CH2:14][CH:13]([OH:19])[CH2:12]1)[CH3:10])([C:4]([CH3:7])([CH3:5])[CH3:6])([CH3:3])[CH3:2], predict the reactants needed to synthesize it. (5) Given the product [F:1][C:2]1[CH:3]=[C:4]([CH:5]=[CH:6][C:7]=1[F:8])[O:9][C:17]1([C:40]([O:42][CH2:43][CH3:44])=[O:41])[CH2:22][CH2:21][CH2:20][N:19]2[C:23]([C:26]3[CH:31]=[CH:30][C:29]([N:32]4[CH:36]=[C:35]([CH3:37])[N:34]=[CH:33]4)=[C:28]([O:38][CH3:39])[N:27]=3)=[N:24][N:25]=[C:18]12, predict the reactants needed to synthesize it. The reactants are: [F:1][C:2]1[CH:3]=[C:4]([OH:9])[CH:5]=[CH:6][C:7]=1[F:8].C(=O)([O-])[O-].[K+].[K+].Cl[C:17]1([C:40]([O:42][CH2:43][CH3:44])=[O:41])[CH2:22][CH2:21][CH2:20][N:19]2[C:23]([C:26]3[CH:31]=[CH:30][C:29]([N:32]4[CH:36]=[C:35]([CH3:37])[N:34]=[CH:33]4)=[C:28]([O:38][CH3:39])[N:27]=3)=[N:24][N:25]=[C:18]12.